From a dataset of Full USPTO retrosynthesis dataset with 1.9M reactions from patents (1976-2016). Predict the reactants needed to synthesize the given product. (1) Given the product [C:36]([C:13]1([NH:16][C:17]([CH:18]([NH:26][C:27]([N:29]2[CH2:34][CH2:33][O:32][CH2:31][CH2:30]2)=[O:28])[CH2:19][CH:20]2[CH2:21][CH2:22][CH2:23][CH2:24][CH2:25]2)=[O:35])[CH2:14][CH2:15][NH:11][CH2:12]1)#[N:37], predict the reactants needed to synthesize it. The reactants are: C(OC([N:11]1[CH2:15][CH2:14][C:13]([C:36]#[N:37])([NH:16][C:17](=[O:35])[CH:18]([NH:26][C:27]([N:29]2[CH2:34][CH2:33][O:32][CH2:31][CH2:30]2)=[O:28])[CH2:19][CH:20]2[CH2:25][CH2:24][CH2:23][CH2:22][CH2:21]2)[CH2:12]1)=O)C1C=CC=CC=1.CO. (2) Given the product [CH:38]1([C:41]2[C:42]([O:52][CH2:53][CH:54]3[CH2:55][CH2:56][N:57]([CH:9]([C:4]4[CH:3]=[C:2]([Cl:1])[CH:7]=[C:6]([Cl:8])[CH:5]=4)[CH:10]([F:12])[F:11])[CH2:58][CH2:59]3)=[CH:43][C:44]([F:51])=[C:45]([CH:50]=2)[C:46]([O:48][CH3:49])=[O:47])[CH2:40][CH2:39]1, predict the reactants needed to synthesize it. The reactants are: [Cl:1][C:2]1[CH:3]=[C:4]([CH:9](O)[CH:10]([F:12])[F:11])[CH:5]=[C:6]([Cl:8])[CH:7]=1.CCN(C(C)C)C(C)C.FC(F)(F)S(OS(C(F)(F)F)(=O)=O)(=O)=O.[CH:38]1([C:41]2[C:42]([O:52][CH2:53][CH:54]3[CH2:59][CH2:58][NH:57][CH2:56][CH2:55]3)=[CH:43][C:44]([F:51])=[C:45]([CH:50]=2)[C:46]([O:48][CH3:49])=[O:47])[CH2:40][CH2:39]1.